From a dataset of Reaction yield outcomes from USPTO patents with 853,638 reactions. Predict the reaction yield, written as a fraction of the theoretical maximum amount of product (1.0 means a 100% yield; for example, 0.34 means a 34% yield). (1) The reactants are [C:1]([O:9][CH2:10][CH3:11])(=[O:8])[CH2:2][C:3]([O:5]CC)=O.[CH:12](NC=O)([NH:16]C=O)[NH:13][CH:14]=O.C1(C)C=CC(S(O)(=O)=O)=CC=1. The catalyst is O. The product is [OH:5][C:3]1[C:2]([C:1]([O:9][CH2:10][CH3:11])=[O:8])=[CH:14][N:13]=[CH:12][N:16]=1. The yield is 0.240. (2) The reactants are [Cl:1][C:2]1[C:7]2[N:8]=[C:9]([CH3:11])[S:10][C:6]=2[CH:5]=[CH:4][C:3]=1[NH2:12].[CH3:13][O:14][C:15]1[CH:20]=[CH:19][C:18]([CH2:21][C:22](Cl)=[O:23])=[CH:17][CH:16]=1.C(N(CC)CC)C. The catalyst is C1COCC1. The product is [Cl:1][C:2]1[C:7]2[N:8]=[C:9]([CH3:11])[S:10][C:6]=2[CH:5]=[CH:4][C:3]=1[NH:12][C:22](=[O:23])[CH2:21][C:18]1[CH:19]=[CH:20][C:15]([O:14][CH3:13])=[CH:16][CH:17]=1. The yield is 0.560. (3) The reactants are [CH3:1][S-:2].[Na+].CS(O[CH2:9][C:10]1([C:13]([O:15][CH2:16][CH3:17])=[O:14])[CH2:12][CH2:11]1)(=O)=O. The catalyst is CN(C)C=O.O. The product is [CH3:1][S:2][CH2:9][C:10]1([C:13]([O:15][CH2:16][CH3:17])=[O:14])[CH2:11][CH2:12]1. The yield is 0.990. (4) The yield is 0.530. The reactants are O=C1C2C(=CC=CC=2)C(=O)[N:3]1[O:12][CH2:13][CH:14]1[CH2:19][CH2:18][CH2:17][CH2:16][N:15]1[C:20]([O:22][C:23]([CH3:26])([CH3:25])[CH3:24])=[O:21].O.CNN. The product is [NH2:3][O:12][CH2:13][CH:14]1[CH2:19][CH2:18][CH2:17][CH2:16][N:15]1[C:20]([O:22][C:23]([CH3:26])([CH3:25])[CH3:24])=[O:21]. The catalyst is CO.